This data is from Catalyst prediction with 721,799 reactions and 888 catalyst types from USPTO. The task is: Predict which catalyst facilitates the given reaction. (1) Reactant: [CH2:1]1[C:5]2([CH2:10][CH2:9][NH:8][CH2:7][CH2:6]2)[CH2:4][CH2:3][N:2]1[C:11]([O:13][C:14]([CH3:17])([CH3:16])[CH3:15])=[O:12].Br[C:19]1[CH:24]=[CH:23][C:22]([C:25]([F:28])([F:27])[F:26])=[CH:21][N:20]=1.CC([O-])(C)C.[Na+].C1C=CC(P(C2C(C3C(P(C4C=CC=CC=4)C4C=CC=CC=4)=CC=C4C=3C=CC=C4)=C3C(C=CC=C3)=CC=2)C2C=CC=CC=2)=CC=1. Product: [F:26][C:25]([F:28])([F:27])[C:22]1[CH:23]=[CH:24][C:19]([N:8]2[CH2:7][CH2:6][C:5]3([CH2:1][N:2]([C:11]([O:13][C:14]([CH3:17])([CH3:16])[CH3:15])=[O:12])[CH2:3][CH2:4]3)[CH2:10][CH2:9]2)=[N:20][CH:21]=1. The catalyst class is: 222. (2) Reactant: N1C=CC=CC=1.[CH:7]1([C:12](Cl)=O)[CH2:11][CH2:10][CH2:9][CH2:8]1.C(OC([N:22]1[CH2:28][CH2:27][CH2:26][N:25]([C:29]2[CH:34]=[CH:33][C:32]([NH2:35])=[C:31]([C:36](=[O:46])[NH:37][CH2:38][C:39](=[O:45])[NH:40]C(C)(C)C)[CH:30]=2)[CH2:24][CH2:23]1)=O)(C)(C)C.C(N(CC)CC)C.C[Si](Cl)(C)C. Product: [CH:7]1([C:12]2[N:37]([CH2:38][C:39]([NH2:40])=[O:45])[C:36](=[O:46])[C:31]3[C:32](=[CH:33][CH:34]=[C:29]([N:25]4[CH2:26][CH2:27][CH2:28][NH:22][CH2:23][CH2:24]4)[CH:30]=3)[N:35]=2)[CH2:8][CH2:9][CH2:10][CH2:11]1. The catalyst class is: 49. (3) Reactant: [CH3:1][O:2][C:3](=[O:32])[CH2:4][C@@H:5]1[C:10](=[O:11])[CH:9]=[CH:8][N:7]([C:12]([O:14][CH2:15][C:16]2[CH:21]=[CH:20][CH:19]=[CH:18][CH:17]=2)=[O:13])[C@H:6]1[C:22]1[CH:27]=[CH:26][C:25]([C:28]([F:31])([F:30])[F:29])=[CH:24][CH:23]=1.CCC(C)[BH-](C(C)CC)C(C)CC.[Li+]. Product: [CH3:1][O:2][C:3](=[O:32])[CH2:4][C@@H:5]1[C:10](=[O:11])[CH2:9][CH2:8][N:7]([C:12]([O:14][CH2:15][C:16]2[CH:21]=[CH:20][CH:19]=[CH:18][CH:17]=2)=[O:13])[C@H:6]1[C:22]1[CH:23]=[CH:24][C:25]([C:28]([F:31])([F:29])[F:30])=[CH:26][CH:27]=1. The catalyst class is: 1. (4) Reactant: [OH:1][C:2]1[CH:9]=[CH:8][C:5]([CH:6]=[O:7])=[CH:4][C:3]=1[C:10]([F:13])([F:12])[F:11].C(=O)([O-])[O-].[K+].[K+].Br[CH2:21][C:22]1[CH:27]=[CH:26][C:25]([C:28]([F:31])([F:30])[F:29])=[CH:24][C:23]=1[C:32]([F:35])([F:34])[F:33].O. Product: [F:33][C:32]([F:34])([F:35])[C:23]1[CH:24]=[C:25]([C:28]([F:31])([F:29])[F:30])[CH:26]=[CH:27][C:22]=1[CH2:21][O:1][C:2]1[CH:9]=[CH:8][C:5]([CH:6]=[O:7])=[CH:4][C:3]=1[C:10]([F:11])([F:12])[F:13]. The catalyst class is: 9. (5) Reactant: C([O:3][C:4](=[O:28])[CH2:5][C:6]1[C:14]2[C:9](=[CH:10][C:11]([Cl:17])=[C:12]([O:15][CH3:16])[CH:13]=2)[N:8]([C:18](=[O:26])[C:19]2[CH:24]=[CH:23][C:22]([Cl:25])=[CH:21][CH:20]=2)[C:7]=1[CH3:27])C.C1COCC1.Cl. Product: [Cl:17][C:11]1[CH:10]=[C:9]2[C:14]([C:6]([CH2:5][C:4]([OH:28])=[O:3])=[C:7]([CH3:27])[N:8]2[C:18](=[O:26])[C:19]2[CH:20]=[CH:21][C:22]([Cl:25])=[CH:23][CH:24]=2)=[CH:13][C:12]=1[O:15][CH3:16]. The catalyst class is: 13. (6) Reactant: C([N:8]1[CH2:13][CH2:12][CH2:11][CH:10]([C:14]#[C:15][C:16]2[N:20]3[N:21]=[CH:22][CH:23]=[CH:24][C:19]3=[N:18][CH:17]=2)[CH2:9]1)(OC(C)(C)C)=O.C(O)(C(F)(F)F)=O. Product: [N:18]1[CH:17]=[C:16]([C:15]#[C:14][CH:10]2[CH2:11][CH2:12][CH2:13][NH:8][CH2:9]2)[N:20]2[C:19]=1[CH:24]=[CH:23][CH:22]=[N:21]2. The catalyst class is: 2. (7) Reactant: COC1C=CC(P2(SP(C3C=CC(OC)=CC=3)(=S)S2)=[S:10])=CC=1.[Br:23][C:24]1[CH:33]=[C:32]2[C:27]([CH2:28][C:29]([CH3:42])([CH3:41])[CH2:30][C:31]32[C:37](=[O:38])[N:36]([CH3:39])[C:35](=O)[NH:34]3)=[CH:26][CH:25]=1. Product: [Br:23][C:24]1[CH:33]=[C:32]2[C:27]([CH2:28][C:29]([CH3:42])([CH3:41])[CH2:30][C:31]32[C:37](=[O:38])[N:36]([CH3:39])[C:35](=[S:10])[NH:34]3)=[CH:26][CH:25]=1. The catalyst class is: 26. (8) Reactant: [CH3:1][O:2][C:3]1[CH:8]=[CH:7][C:6]([C:9]([O:11][CH3:12])=[O:10])=[CH:5][C:4]=1[OH:13].C(=O)([O-])[O-].[Cs+].[Cs+].CS(O[CH2:25][CH:26]1[CH2:31][CH2:30][N:29]([C:32]([O:34][C:35]([CH3:38])([CH3:37])[CH3:36])=[O:33])[CH2:28][CH2:27]1)(=O)=O.O. Product: [CH3:1][O:2][C:3]1[CH:8]=[CH:7][C:6]([C:9]([O:11][CH3:12])=[O:10])=[CH:5][C:4]=1[O:13][CH2:25][CH:26]1[CH2:31][CH2:30][N:29]([C:32]([O:34][C:35]([CH3:36])([CH3:38])[CH3:37])=[O:33])[CH2:28][CH2:27]1. The catalyst class is: 3. (9) Reactant: Cl.[CH2:2]([O:9][C:10]1[CH:11]=[C:12]([CH:21]=[CH:22][CH:23]=1)[O:13][CH2:14][CH:15]1[CH2:20][CH2:19][NH:18][CH2:17][CH2:16]1)[C:3]1[CH:8]=[CH:7][CH:6]=[CH:5][CH:4]=1.C(N(C(C)C)CC)(C)C.[CH3:33][S:34](Cl)(=[O:36])=[O:35].C(=O)(O)[O-].[Na+]. Product: [CH2:2]([O:9][C:10]1[CH:11]=[C:12]([CH:21]=[CH:22][CH:23]=1)[O:13][CH2:14][CH:15]1[CH2:20][CH2:19][N:18]([S:34]([CH3:33])(=[O:36])=[O:35])[CH2:17][CH2:16]1)[C:3]1[CH:4]=[CH:5][CH:6]=[CH:7][CH:8]=1. The catalyst class is: 22.